Predict the product of the given reaction. From a dataset of Forward reaction prediction with 1.9M reactions from USPTO patents (1976-2016). (1) Given the reactants [F:1][C:2]1[CH:15]=[C:14]([F:16])[CH:13]=[CH:12][C:3]=1[C:4]([C:6]1([NH:9][CH:10]=[O:11])[CH2:8][CH2:7]1)=[O:5].[BH4-].[Na+].[Cl-].[NH4+], predict the reaction product. The product is: [F:1][C:2]1[CH:15]=[C:14]([F:16])[CH:13]=[CH:12][C:3]=1[CH:4]([OH:5])[C:6]1([NH:9][CH:10]=[O:11])[CH2:7][CH2:8]1. (2) Given the reactants CN(C)[CH:3]=[CH:4][C:5]1[C:10]([N+:11]([O-])=O)=[CH:9][CH:8]=[CH:7][N:6]=1.Cl.CO.C(Cl)Cl, predict the reaction product. The product is: [NH:11]1[C:10]2[C:5](=[N:6][CH:7]=[CH:8][CH:9]=2)[CH:4]=[CH:3]1.